From a dataset of Peptide-MHC class I binding affinity with 185,985 pairs from IEDB/IMGT. Regression. Given a peptide amino acid sequence and an MHC pseudo amino acid sequence, predict their binding affinity value. This is MHC class I binding data. (1) The MHC is Mamu-B08 with pseudo-sequence Mamu-B08. The binding affinity (normalized) is 0.300. The peptide sequence is RMYNPTNILDV. (2) The peptide sequence is LEMNDAPTA. The MHC is HLA-B46:01 with pseudo-sequence HLA-B46:01. The binding affinity (normalized) is 0.0847.